Dataset: Forward reaction prediction with 1.9M reactions from USPTO patents (1976-2016). Task: Predict the product of the given reaction. (1) The product is: [C:1]([O:5][C@@H:6]([C:12]1[C:13]([CH3:45])=[N:14][C:15]2[N:16]([N:30]=[C:31]([C:33](=[O:44])[NH:34][CH2:35][C:36]3[CH:41]=[CH:40][C:39]([F:42])=[C:38]([CH3:43])[CH:37]=3)[C:32]=2[Cl:53])[C:17]=1[C:18]1[C:19]([CH3:29])=[C:20]2[C:25](=[C:26]([F:28])[CH:27]=1)[O:24][CH2:23][CH2:22][CH2:21]2)[C:7]([O:9][CH2:10][CH3:11])=[O:8])([CH3:4])([CH3:3])[CH3:2]. Given the reactants [C:1]([O:5][C@@H:6]([C:12]1[C:13]([CH3:45])=[N:14][C:15]2[N:16]([N:30]=[C:31]([C:33](=[O:44])[NH:34][CH2:35][C:36]3[CH:41]=[CH:40][C:39]([F:42])=[C:38]([CH3:43])[CH:37]=3)[CH:32]=2)[C:17]=1[C:18]1[C:19]([CH3:29])=[C:20]2[C:25](=[C:26]([F:28])[CH:27]=1)[O:24][CH2:23][CH2:22][CH2:21]2)[C:7]([O:9][CH2:10][CH3:11])=[O:8])([CH3:4])([CH3:3])[CH3:2].C1C(=O)N([Cl:53])C(=O)C1, predict the reaction product. (2) Given the reactants [C:1]([C:3]1[C:4]2[CH:5]=[CH:6][C:7]([NH:13][C:14](=[O:16])[CH3:15])=[CH:8][C:9]=2[CH2:10][CH2:11][CH:12]=1)#[N:2].COCCOC.[BH4-].[Na+], predict the reaction product. The product is: [C:1]([CH:3]1[CH2:12][CH2:11][CH2:10][C:9]2[CH:8]=[C:7]([NH:13][C:14](=[O:16])[CH3:15])[CH:6]=[CH:5][C:4]1=2)#[N:2]. (3) Given the reactants [CH3:1][O:2][C:3]1[CH:12]=[CH:11][CH:10]=[C:9]2[C:4]=1[CH:5]=[CH:6][CH:7]=[N:8]2.[Cl:13]C1C=CC=C(C(OO)=O)C=1.CCOC(C)=O.P(Cl)(Cl)(Cl)=O, predict the reaction product. The product is: [Cl:13][C:7]1[CH:6]=[CH:5][C:4]2[C:9](=[CH:10][CH:11]=[CH:12][C:3]=2[O:2][CH3:1])[N:8]=1. (4) The product is: [C:37]([N:22]1[CH2:21][CH2:20][N:19]([C:16]2[N:17]=[N:18][N:14]([CH:11]3[CH2:12][CH2:13][N:8]([C:7]4[C:6]([F:25])=[CH:5][C:4]([N:26]5[CH2:30][C@H:29]([CH2:31][NH:32][C:33](=[O:35])[CH3:34])[O:28][C:27]5=[O:36])=[CH:3][C:2]=4[F:1])[CH2:9][CH2:10]3)[N:15]=2)[CH2:24][CH2:23]1)(=[O:39])[CH3:38]. Given the reactants [F:1][C:2]1[CH:3]=[C:4]([N:26]2[CH2:30][C@H:29]([CH2:31][NH:32][C:33](=[O:35])[CH3:34])[O:28][C:27]2=[O:36])[CH:5]=[C:6]([F:25])[C:7]=1[N:8]1[CH2:13][CH2:12][CH:11]([N:14]2[N:18]=[N:17][C:16]([N:19]3[CH2:24][CH2:23][NH:22][CH2:21][CH2:20]3)=[N:15]2)[CH2:10][CH2:9]1.[C:37](OC(=O)C)(=[O:39])[CH3:38].C(N(CC)CC)C, predict the reaction product. (5) Given the reactants [CH:1]1[CH:2]=[N:3][C:4]2[C:9]([N:10]=1)=[CH:8][C:7]1[CH:11]3[CH2:16][NH:15][CH2:14][CH:13]([C:6]=1[CH:5]=2)[CH2:12]3.[C:17]([OH:25])(=[O:24])[CH:18]([CH2:20][C:21]([OH:23])=[O:22])[OH:19], predict the reaction product. The product is: [CH:2]1[CH:1]=[N:10][C:9]2[C:4]([N:3]=1)=[CH:5][C:6]1[CH:13]3[CH2:14][NH:15][CH2:16][CH:11]([C:7]=1[CH:8]=2)[CH2:12]3.[C:17]([O-:25])(=[O:24])[CH:18]([CH2:20][C:21]([O-:23])=[O:22])[OH:19]. (6) Given the reactants C([C:3]1[S:7][C:6]([C:8]([O:10][C@H:11]([C:22]2[CH:27]=[CH:26][C:25]([O:28][CH3:29])=[C:24]([O:30][CH3:31])[CH:23]=2)[CH2:12][C:13]2[C:18]([Cl:19])=[CH:17][N+:16]([O-:20])=[CH:15][C:14]=2[Cl:21])=[O:9])=[CH:5][CH:4]=1)=O.Cl.Cl.NC(C1C=CC=CC=1)C(O[C@@H:39]1[CH:44]2[CH2:45][CH2:46][N:41]([CH2:42][CH2:43]2)[CH2:40]1)=O.CC[N:55]([CH2:58]C)[CH2:56]C.[CH3:60][C:61]([OH:63])=[O:62].C=O.[CH2:66]1[CH2:76][CH2:75]N2[C:69](=NCCC2)[CH2:68][CH2:67]1.[C:77](O[BH-](OC(=O)C)OC(=O)C)(=[O:79])C.[Na+], predict the reaction product. The product is: [OH:79][CH2:77][C:60]([N:55]([CH2:56][C:3]1[S:7][C:6]([C:8]([O:10][C@H:11]([C:22]2[CH:27]=[CH:26][C:25]([O:28][CH3:29])=[C:24]([O:30][CH3:31])[CH:23]=2)[CH2:12][C:13]2[C:14]([Cl:21])=[CH:15][N+:16]([O-:20])=[CH:17][C:18]=2[Cl:19])=[O:9])=[CH:5][CH:4]=1)[CH3:58])([C:66]1[CH:67]=[CH:68][CH:69]=[CH:75][CH:76]=1)[C:61](=[O:63])[O:62][C@@H:45]1[CH:44]2[CH2:39][CH2:40][N:41]([CH2:42][CH2:43]2)[CH2:46]1. (7) Given the reactants C(N1C2C(=CC=CC=2)C(O)(CC(=O)C2C=CC=CN=2)C1=O)CCC.[Cl:25][C:26]1[CH:27]=[C:28]2[C:32](=[CH:33][CH:34]=1)[N:31]([CH2:35][CH2:36][CH3:37])[C:30](=[O:38])[C:29]2=[O:39].[NH:40]1[C:48]2[C:43](=[CH:44][CH:45]=[CH:46][CH:47]=2)[C:42]([C:49](=[O:51])[CH3:50])=[CH:41]1, predict the reaction product. The product is: [NH:40]1[C:48]2[C:43](=[CH:44][CH:45]=[CH:46][CH:47]=2)[C:42]([C:49](=[O:51])[CH2:50][C:29]2([OH:39])[C:28]3[C:32](=[CH:33][CH:34]=[C:26]([Cl:25])[CH:27]=3)[N:31]([CH2:35][CH2:36][CH3:37])[C:30]2=[O:38])=[CH:41]1.